Dataset: Reaction yield outcomes from USPTO patents with 853,638 reactions. Task: Predict the reaction yield, written as a fraction of the theoretical maximum amount of product (1.0 means a 100% yield; for example, 0.34 means a 34% yield). (1) The reactants are Br[C:2]1[CH:11]=[CH:10][C:5]([C:6]([O:8][CH3:9])=[O:7])=[CH:4][C:3]=1[CH3:12].[CH3:13][O:14][C:15]1[CH:20]=[CH:19][CH:18]=[CH:17][C:16]=1B(O)O.C(=O)([O-])[O-].[K+].[K+]. The catalyst is C1(C)C=CC=CC=1.O.C1C=CC([P]([Pd]([P](C2C=CC=CC=2)(C2C=CC=CC=2)C2C=CC=CC=2)([P](C2C=CC=CC=2)(C2C=CC=CC=2)C2C=CC=CC=2)[P](C2C=CC=CC=2)(C2C=CC=CC=2)C2C=CC=CC=2)(C2C=CC=CC=2)C2C=CC=CC=2)=CC=1. The product is [CH3:13][O:14][C:15]1[CH:20]=[CH:19][CH:18]=[CH:17][C:16]=1[C:2]1[CH:11]=[CH:10][C:5]([C:6]([O:8][CH3:9])=[O:7])=[CH:4][C:3]=1[CH3:12]. The yield is 0.800. (2) The reactants are Cl[C:2]([O:4][CH2:5][C:6]1[CH:11]=[CH:10][CH:9]=[CH:8][CH:7]=1)=[O:3].[CH2:12]([NH:15][CH2:16][CH:17]=[CH2:18])[CH:13]=[CH2:14].C(N(CC)CC)C. The catalyst is ClCCl. The product is [CH2:5]([O:4][C:2]([N:15]([CH2:16][CH:17]=[CH2:18])[CH2:12][CH:13]=[CH2:14])=[O:3])[C:6]1[CH:11]=[CH:10][CH:9]=[CH:8][CH:7]=1. The yield is 0.680. (3) The product is [CH3:1][C:2]1[CH:3]=[C:4]([C:19]2[S:23][C:22]([C:24]3([C:30]([NH2:31])=[O:32])[CH2:25][CH2:26][CH2:27][CH2:28][CH2:29]3)=[N:21][CH:20]=2)[CH:5]=[C:6]([NH:8][C:9]2[N:14]=[C:13]([C:15]([F:18])([F:17])[F:16])[CH:12]=[CH:11][N:10]=2)[CH:7]=1. The reactants are [CH3:1][C:2]1[CH:3]=[C:4]([C:19]2[S:23][C:22]([C:24]3([C:30]#[N:31])[CH2:29][CH2:28][CH2:27][CH2:26][CH2:25]3)=[N:21][CH:20]=2)[CH:5]=[C:6]([NH:8][C:9]2[N:14]=[C:13]([C:15]([F:18])([F:17])[F:16])[CH:12]=[CH:11][N:10]=2)[CH:7]=1.[OH-:32].[Na+].Cl. The yield is 0.0850. No catalyst specified. (4) The reactants are C([O:8][C:9]1[CH:10]=[CH:11][C:12]([C@@H:20]([O:70][Si:71]([C:74]([CH3:77])([CH3:76])[CH3:75])([CH3:73])[CH3:72])[CH2:21][N:22]([C:63]([O:65][C:66]([CH3:69])([CH3:68])[CH3:67])=[O:64])[CH2:23][CH2:24][CH2:25][CH2:26][CH2:27][O:28][C:29]2[CH:34]=[CH:33][C:32]([C:35]([OH:62])([C:56]3[CH:61]=[CH:60][CH:59]=[CH:58][CH:57]=3)[C:36]([O:38][CH2:39][CH:40]3[CH2:45][CH2:44][N:43](C(OCC4C=CC=CC=4)=O)[CH2:42][CH2:41]3)=[O:37])=[CH:31][CH:30]=2)=[C:13]2[C:18]=1[NH:17][C:16](=[O:19])[CH:15]=[CH:14]2)C1C=CC=CC=1.C(O)=O. The catalyst is [Pd]. The product is [C:66]([O:65][C:63]([N:22]([CH2:21][C@H:20]([O:70][Si:71]([C:74]([CH3:77])([CH3:76])[CH3:75])([CH3:72])[CH3:73])[C:12]1[CH:11]=[CH:10][C:9]([OH:8])=[C:18]2[C:13]=1[CH:14]=[CH:15][C:16](=[O:19])[NH:17]2)[CH2:23][CH2:24][CH2:25][CH2:26][CH2:27][O:28][C:29]1[CH:30]=[CH:31][C:32]([C:35]([OH:62])([C:56]2[CH:57]=[CH:58][CH:59]=[CH:60][CH:61]=2)[C:36]([O:38][CH2:39][CH:40]2[CH2:45][CH2:44][NH:43][CH2:42][CH2:41]2)=[O:37])=[CH:33][CH:34]=1)=[O:64])([CH3:69])([CH3:68])[CH3:67]. The yield is 0.890.